From a dataset of Forward reaction prediction with 1.9M reactions from USPTO patents (1976-2016). Predict the product of the given reaction. (1) Given the reactants O1CC(N2CCN(C3C=CC(NC4N=CN=C(C5C=CC(O[C@@H]6CCNC6)=C(C=5)C#N)N=4)=CC=3)CC2)C1.[OH:38][CH2:39][C:40]([N:42]1[CH2:46][CH2:45][C@@H:44]([O:47][C:48]2[CH:55]=[CH:54][C:53]([C:56]3[N:61]=[C:60]([NH:62][C:63]4[CH:68]=[CH:67][C:66]([N:69]5[CH2:74][CH2:73][N:72]([CH:75]6[CH2:78][O:77][CH2:76]6)[CH2:71][CH2:70]5)=[CH:65][CH:64]=4)[N:59]=[CH:58][N:57]=3)=[CH:52][C:49]=2[C:50]#[N:51])[CH2:43]1)=[O:41].C(O)(=O)CO.C(N(CC)C(C)C)(C)C.CN(C(ON1N=NC2C=CC=NC1=2)=[N+](C)C)C.F[P-](F)(F)(F)(F)F, predict the reaction product. The product is: [OH:38][CH2:39][C:40]([N:42]1[CH2:46][CH2:45][C@@H:44]([O:47][C:48]2[CH:55]=[CH:54][C:53]([C:56]3[N:61]=[C:60]([NH:62][C:63]4[CH:68]=[CH:67][C:66]([N:69]5[CH2:70][CH2:71][N:72]([CH:75]6[CH2:76][O:77][CH2:78]6)[CH2:73][CH2:74]5)=[CH:65][CH:64]=4)[N:59]=[CH:58][N:57]=3)=[CH:52][C:49]=2[C:50]#[N:51])[CH2:43]1)=[O:41]. (2) Given the reactants O=C1C2C(=CC=CC=2)C(=O)[N:3]1[CH2:12][CH:13]([NH:17][C:18](=[O:24])[O:19][C:20]([CH3:23])([CH3:22])[CH3:21])[CH2:14][S:15][CH3:16].O.NN, predict the reaction product. The product is: [NH2:3][CH2:12][CH:13]([NH:17][C:18](=[O:24])[O:19][C:20]([CH3:22])([CH3:21])[CH3:23])[CH2:14][S:15][CH3:16]. (3) Given the reactants [CH2:1]([NH2:13])[CH2:2][CH2:3][CH2:4][CH2:5][CH2:6][CH2:7][CH2:8][CH2:9][CH2:10][CH2:11][CH3:12].[C:14]([OH:18])(=[O:17])[CH:15]=[CH2:16], predict the reaction product. The product is: [CH2:1]([NH:13][CH2:16][CH2:15][C:14]([OH:18])=[O:17])[CH2:2][CH2:3][CH2:4][CH2:5][CH2:6][CH2:7][CH2:8][CH2:9][CH2:10][CH2:11][CH3:12].